From a dataset of Peptide-MHC class I binding affinity with 185,985 pairs from IEDB/IMGT. Regression. Given a peptide amino acid sequence and an MHC pseudo amino acid sequence, predict their binding affinity value. This is MHC class I binding data. (1) The MHC is HLA-B18:01 with pseudo-sequence HLA-B18:01. The peptide sequence is GVDGGWQAL. The binding affinity (normalized) is 0.0847. (2) The peptide sequence is SLVKHHMYV. The MHC is HLA-A02:03 with pseudo-sequence HLA-A02:03. The binding affinity (normalized) is 0.936. (3) The peptide sequence is YTFAISYCR. The MHC is HLA-A68:01 with pseudo-sequence HLA-A68:01. The binding affinity (normalized) is 1.00.